This data is from Peptide-MHC class II binding affinity with 134,281 pairs from IEDB. The task is: Regression. Given a peptide amino acid sequence and an MHC pseudo amino acid sequence, predict their binding affinity value. This is MHC class II binding data. The peptide sequence is GLALSHLNAMSKVRK. The MHC is HLA-DQA10102-DQB10501 with pseudo-sequence HLA-DQA10102-DQB10501. The binding affinity (normalized) is 0.631.